This data is from Forward reaction prediction with 1.9M reactions from USPTO patents (1976-2016). The task is: Predict the product of the given reaction. (1) Given the reactants [C:1]([C:3]1[CH:8]=[CH:7][C:6]([OH:9])=[CH:5][CH:4]=1)#[N:2].[CH2:10]1N2CN3CN(C2)CN1C3.S(=O)(=O)(O)O.[OH2:25], predict the reaction product. The product is: [C:1]([C:3]1[CH:4]=[CH:5][C:6]([OH:9])=[C:7]([CH:8]=1)[CH:10]=[O:25])#[N:2]. (2) Given the reactants [F:1][CH:2]([F:14])[C:3]1[NH:4][C:5]2[C:11]([O:12][CH3:13])=[CH:10][CH:9]=[CH:8][C:6]=2[N:7]=1.[H-].[Na+].Cl[C:18]1[N:23]=[C:22]([Cl:24])[CH:21]=[C:20]([Cl:25])[N:19]=1.O, predict the reaction product. The product is: [F:14][CH:2]([F:1])[C:3]1[N:7]([C:18]2[N:23]=[C:22]([Cl:24])[CH:21]=[C:20]([Cl:25])[N:19]=2)[C:6]2[CH:8]=[CH:9][CH:10]=[C:11]([O:12][CH3:13])[C:5]=2[N:4]=1. (3) Given the reactants [CH3:1][S:2]([C:5]1[CH:10]=[CH:9][CH:8]=[CH:7][C:6]=1[OH:11])(=[O:4])=[O:3].[CH2:12]1COCC1.[CH:34]1[CH:35]=[CH:30]C(P([C:30]2[CH:35]=[CH:34][CH:33]=[CH:32]C=2)[C:34]2[CH:35]=[CH:30]C=[CH:32][CH:33]=2)=[CH:32][CH:33]=1.CC[O:38][C:39](/[N:41]=N/C(OCC)=O)=O.C1C=C2C([C:56](O)(O)[C:57](=[O:58])[C:51]2=CC=1)=O, predict the reaction product. The product is: [C:57]([O:58][C:39]([N:41]1[CH2:32][CH2:33][CH:34]([O:11][C:6]2[CH:7]=[CH:8][CH:9]=[CH:10][C:5]=2[S:2]([CH3:1])(=[O:3])=[O:4])[CH2:35][CH2:30]1)=[O:38])([CH3:56])([CH3:51])[CH3:12]. (4) The product is: [CH2:48]([O:47][C:45]([N:43]1[C@@H:42]([CH3:55])[CH2:41][CH2:40][C@@H:39]([C:37]2[O:35][C:33]([CH3:34])=[C:32]([C:31]([O:30][CH3:29])=[O:56])[N:36]=2)[CH2:44]1)=[O:46])[C:49]1[CH:50]=[CH:51][CH:52]=[CH:53][CH:54]=1. Given the reactants II.C1C=CC(P(C2C=CC=CC=2)C2C=CC=CC=2)=CC=1.C(N(CC)CC)C.[CH3:29][O:30][C:31](=[O:56])[CH:32]([NH:36][C:37]([C@H:39]1[CH2:44][N:43]([C:45]([O:47][CH2:48][C:49]2[CH:54]=[CH:53][CH:52]=[CH:51][CH:50]=2)=[O:46])[C@@H:42]([CH3:55])[CH2:41][CH2:40]1)=O)[C:33](=[O:35])[CH3:34], predict the reaction product. (5) Given the reactants O[C:2]1([C:15]2[CH:20]=[CH:19][C:18]([O:21][CH3:22])=[CH:17][CH:16]=2)[CH2:7][CH2:6][N:5](C(OC(C)(C)C)=O)[CH2:4][CH2:3]1.[ClH:23].O1CCOCC1, predict the reaction product. The product is: [ClH:23].[CH3:22][O:21][C:18]1[CH:17]=[CH:16][C:15]([C:2]2[CH2:7][CH2:6][NH:5][CH2:4][CH:3]=2)=[CH:20][CH:19]=1. (6) Given the reactants C[O:2][C:3](=[O:31])[C@@H:4]([O:28][CH2:29][CH3:30])[CH2:5][C:6]1[CH:11]=[CH:10][C:9]([O:12][CH2:13][C:14]2[N:15]=[C:16]([C:19]3[CH:24]=[CH:23][C:22]([Cl:25])=[CH:21][CH:20]=3)[S:17][CH:18]=2)=[CH:8][C:7]=1[O:26][CH3:27].[Li+].[OH-], predict the reaction product. The product is: [Cl:25][C:22]1[CH:23]=[CH:24][C:19]([C:16]2[S:17][CH:18]=[C:14]([CH2:13][O:12][C:9]3[CH:10]=[CH:11][C:6]([CH2:5][C@H:4]([O:28][CH2:29][CH3:30])[C:3]([OH:31])=[O:2])=[C:7]([O:26][CH3:27])[CH:8]=3)[N:15]=2)=[CH:20][CH:21]=1. (7) Given the reactants C([N:8](CC1C=CC=CC=1)[C:9]1([CH2:14][NH:15][C:16]2[C:25]3[C:20](=[CH:21][CH:22]=[C:23](C)[CH:24]=3)[N:19]=[C:18]([N:27]3[CH2:33][C:32]4[CH:34]=[CH:35][CH:36]=[CH:37][C:31]=4[S:30](=[O:39])(=[O:38])[CH2:29][CH2:28]3)[CH:17]=2)C[CH2:12][O:11][CH2:10]1)C1C=CC=CC=1.N[CH2:48]C1(N(CC2C=CC=CC=2)CC2C=CC=CC=2)COC1, predict the reaction product. The product is: [NH2:8][C:9]1([CH2:14][NH:15][C:16]2[C:25]3[C:20](=[CH:21][CH:22]=[CH:23][CH:24]=3)[N:19]=[C:18]([N:27]3[CH2:33][C:32]4[CH:34]=[CH:35][C:36]([CH3:48])=[CH:37][C:31]=4[S:30](=[O:39])(=[O:38])[CH2:29][CH2:28]3)[CH:17]=2)[CH2:10][O:11][CH2:12]1.